This data is from Reaction yield outcomes from USPTO patents with 853,638 reactions. The task is: Predict the reaction yield, written as a fraction of the theoretical maximum amount of product (1.0 means a 100% yield; for example, 0.34 means a 34% yield). (1) The reactants are Br[CH2:2][C:3]1[CH:4]=[C:5]2[C:10](=[CH:11][CH:12]=1)[N:9]=[CH:8][CH:7]=[CH:6]2.[C-:13]#[N:14].[Na+]. The catalyst is C(O)C. The product is [N:9]1[C:10]2[C:5](=[CH:4][C:3]([CH2:2][C:13]#[N:14])=[CH:12][CH:11]=2)[CH:6]=[CH:7][CH:8]=1. The yield is 0.0800. (2) The reactants are [NH2:1][C:2]1[CH:7]=[CH:6][C:5]([C:8]2[N:13]=[C:12]([N:14]3[CH2:20][CH:19]4[O:21][CH:16]([CH2:17][CH2:18]4)[CH2:15]3)[N:11]=[C:10]([C:22]3[CH:27]=[CH:26][C:25]([NH:28][C:29]([NH:31][CH3:32])=[O:30])=[CH:24][CH:23]=3)[N:9]=2)=[CH:4][CH:3]=1.[C:33]([C:36]1[CH:37]=[C:38]([NH:42][C:43](=O)[O:44]C2C=CC=CC=2)[CH:39]=[CH:40][CH:41]=1)(=[O:35])[NH2:34]. No catalyst specified. The product is [CH3:32][NH:31][C:29]([NH:28][C:25]1[CH:26]=[CH:27][C:22]([C:10]2[N:11]=[C:12]([N:14]3[CH2:20][CH:19]4[O:21][CH:16]([CH2:17][CH2:18]4)[CH2:15]3)[N:13]=[C:8]([C:5]3[CH:4]=[CH:3][C:2]([NH:1][C:43]([NH:42][C:38]4[CH:37]=[C:36]([CH:41]=[CH:40][CH:39]=4)[C:33]([NH2:34])=[O:35])=[O:44])=[CH:7][CH:6]=3)[N:9]=2)=[CH:23][CH:24]=1)=[O:30]. The yield is 0.130. (3) The product is [C:24]([C:23]1[C:22]2[C:17](=[CH:18][C:19]([O:26][CH3:27])=[CH:20][CH:21]=2)[N:16]([CH2:28][CH3:29])[C:15]=1[C:12]1[CH:13]=[CH:14][C:9]([O:8][CH2:7][C:6]([OH:30])=[O:5])=[CH:10][CH:11]=1)#[N:25]. The reactants are C([O:5][C:6](=[O:30])[CH2:7][O:8][C:9]1[CH:14]=[CH:13][C:12]([C:15]2[N:16]([CH2:28][CH3:29])[C:17]3[C:22]([C:23]=2[C:24]#[N:25])=[CH:21][CH:20]=[C:19]([O:26][CH3:27])[CH:18]=3)=[CH:11][CH:10]=1)(C)(C)C. The catalyst is C(O)(C(F)(F)F)=O.C(Cl)Cl. The yield is 0.990.